From a dataset of Full USPTO retrosynthesis dataset with 1.9M reactions from patents (1976-2016). Predict the reactants needed to synthesize the given product. Given the product [F:1][C:2]1[CH:7]=[C:6]([N:29]2[CH2:33][CH2:32][CH2:31][C:30]2=[O:34])[CH:5]=[CH:4][C:3]=1[N:9]1[CH:14]=[C:13]([O:15][CH3:16])[C:12](=[O:17])[C:11]([C:18]2[N:22]([C:23]3[CH:28]=[CH:27][CH:26]=[CH:25][CH:24]=3)[N:21]=[CH:20][CH:19]=2)=[N:10]1, predict the reactants needed to synthesize it. The reactants are: [F:1][C:2]1[CH:7]=[C:6](I)[CH:5]=[CH:4][C:3]=1[N:9]1[CH:14]=[C:13]([O:15][CH3:16])[C:12](=[O:17])[C:11]([C:18]2[N:22]([C:23]3[CH:28]=[CH:27][CH:26]=[CH:25][CH:24]=3)[N:21]=[CH:20][CH:19]=2)=[N:10]1.[NH:29]1[CH2:33][CH2:32][CH2:31][C:30]1=[O:34].N[C@@H]1CCCC[C@H]1N.[O-]P([O-])([O-])=O.[K+].[K+].[K+].